This data is from Full USPTO retrosynthesis dataset with 1.9M reactions from patents (1976-2016). The task is: Predict the reactants needed to synthesize the given product. (1) Given the product [C:1]([CH:3]1[CH2:6][N:5]([C:7](=[O:31])[C@H:8]([NH:10][C:11]([C:13]2[C:21]3[C:16](=[N:17][CH:18]=[C:19]([C:41]4[N:40]=[C:39]([S:55][CH3:56])[N:37]5[CH:38]=[C:33]([F:32])[CH:34]=[CH:35][C:36]=45)[N:20]=3)[N:15]([CH2:23][O:24][CH2:25][CH2:26][Si:27]([CH3:30])([CH3:29])[CH3:28])[CH:14]=2)=[O:12])[CH3:9])[CH2:4]1)#[N:2], predict the reactants needed to synthesize it. The reactants are: [C:1]([CH:3]1[CH2:6][N:5]([C:7](=[O:31])[C@H:8]([NH:10][C:11]([C:13]2[C:21]3[C:16](=[N:17][CH:18]=[C:19](Br)[N:20]=3)[N:15]([CH2:23][O:24][CH2:25][CH2:26][Si:27]([CH3:30])([CH3:29])[CH3:28])[CH:14]=2)=[O:12])[CH3:9])[CH2:4]1)#[N:2].[F:32][C:33]1[CH:34]=[CH:35][C:36]2[N:37]([C:39]([S:55][CH3:56])=[N:40][C:41]=2[Sn](CCCC)(CCCC)CCCC)[CH:38]=1. (2) Given the product [C:9]1([C:7]2[O:8][CH2:2][C:3](=[O:4])[NH:5][N:6]=2)[CH:14]=[CH:13][CH:12]=[CH:11][CH:10]=1, predict the reactants needed to synthesize it. The reactants are: Cl[CH2:2][C:3]([NH:5][NH:6][C:7]([C:9]1[CH:14]=[CH:13][CH:12]=[CH:11][CH:10]=1)=[O:8])=[O:4].C(=O)(O)[O-].[Na+].ClCCl.C(OCC)(=O)C.O. (3) Given the product [OH:14][C:15]([CH3:47])([CH3:48])[CH2:16][C@@:17]1([C:41]2[CH:46]=[CH:45][CH:44]=[CH:43][CH:42]=2)[O:22][C:21](=[O:23])[N:20]([C@H:24]([C:26]2[CH:27]=[CH:28][C:29]([C:2]3[CH:3]=[CH:4][C:5](=[O:13])[N:6]([CH2:8][C:9]([OH:12])([CH3:11])[CH3:10])[CH:7]=3)=[CH:30][CH:31]=2)[CH3:25])[CH2:19][CH2:18]1, predict the reactants needed to synthesize it. The reactants are: Br[C:2]1[CH:3]=[CH:4][C:5](=[O:13])[N:6]([CH2:8][C:9]([OH:12])([CH3:11])[CH3:10])[CH:7]=1.[OH:14][C:15]([CH3:48])([CH3:47])[CH2:16][C@@:17]1([C:41]2[CH:46]=[CH:45][CH:44]=[CH:43][CH:42]=2)[O:22][C:21](=[O:23])[N:20]([C@H:24]([C:26]2[CH:31]=[CH:30][C:29](B3OC(C)(C)C(C)(C)O3)=[CH:28][CH:27]=2)[CH3:25])[CH2:19][CH2:18]1.C([O-])(O)=O.[Na+]. (4) Given the product [CH:12]([C@H:15]1[CH2:19][O:18][C:17](=[O:20])[N:16]1[C:21]1[CH:26]=[CH:25][N:24]2[N:27]=[CH:28][C:29]([C:30]3[CH:31]=[CH:32][C:33]([C:34]([NH:45][NH2:46])=[O:35])=[CH:37][CH:38]=3)=[C:23]2[N:22]=1)([CH3:14])[CH3:13], predict the reactants needed to synthesize it. The reactants are: CCN=C=NCCCN(C)C.[CH:12]([C@H:15]1[CH2:19][O:18][C:17](=[O:20])[N:16]1[C:21]1[CH:26]=[CH:25][N:24]2[N:27]=[CH:28][C:29]([C:30]3[CH:38]=[CH:37][C:33]([C:34](O)=[O:35])=[CH:32][CH:31]=3)=[C:23]2[N:22]=1)([CH3:14])[CH3:13].C1C=CC2N(O)[N:46]=[N:45]C=2C=1.O.O.NN.C(N(CC)CC)C. (5) Given the product [Br:1][C:2]1[CH:3]=[C:4]([Cl:14])[C:5]([C:8]2[NH:35][C:23]([C:24]([F:27])([F:26])[F:25])=[CH:11][N:10]=2)=[N:6][CH:7]=1, predict the reactants needed to synthesize it. The reactants are: [Br:1][C:2]1[CH:3]=[C:4]([Cl:14])[C:5]([C:8]([N:10](OC)[CH3:11])=O)=[N:6][CH:7]=1.[H-].[Al+3].[Li+].[H-].[H-].[H-].BrC(Br)[C:23](=O)[C:24]([F:27])([F:26])[F:25].C([O-])(=O)C.[Na+].[NH3:35]. (6) The reactants are: OC(C(F)(F)F)=O.[N:8]1([CH2:14][C:15]2[N:16]=[N:17][C:18]3[C:19](=[C:21]([NH2:26])[N:22]=[C:23]([NH2:25])[N:24]=3)[N:20]=2)[CH2:13][CH2:12][NH:11][CH2:10][CH2:9]1.[F:27][C:28]([F:38])([F:37])[C:29]1[CH:30]=[C:31]([CH:34]=[CH:35][CH:36]=1)[CH2:32]Br.C(=O)([O-])[O-].[K+].[K+].CC#N.O. Given the product [F:27][C:28]([F:37])([F:38])[C:29]1[CH:30]=[C:31]([CH:34]=[CH:35][CH:36]=1)[CH2:32][N:11]1[CH2:12][CH2:13][N:8]([CH2:14][C:15]2[N:16]=[N:17][C:18]3[C:19](=[C:21]([NH2:26])[N:22]=[C:23]([NH2:25])[N:24]=3)[N:20]=2)[CH2:9][CH2:10]1, predict the reactants needed to synthesize it.